This data is from Reaction yield outcomes from USPTO patents with 853,638 reactions. The task is: Predict the reaction yield, written as a fraction of the theoretical maximum amount of product (1.0 means a 100% yield; for example, 0.34 means a 34% yield). The reactants are C([NH:9][C:10]([NH:12][C:13]1[CH:18]=[CH:17][CH:16]=[CH:15][C:14]=1[N:19]1[C:27]2[C:22](=[CH:23][CH:24]=[CH:25][CH:26]=2)[C:21]([CH3:29])([CH3:28])[CH2:20]1)=[S:11])(=O)C1C=CC=CC=1.[OH-].[Na+]. The catalyst is CO. The product is [CH3:28][C:21]1([CH3:29])[C:22]2[C:27](=[CH:26][CH:25]=[CH:24][CH:23]=2)[N:19]([C:14]2[CH:15]=[CH:16][CH:17]=[CH:18][C:13]=2[NH:12][C:10]([NH2:9])=[S:11])[CH2:20]1. The yield is 0.800.